Predict the reaction yield, written as a fraction of the theoretical maximum amount of product (1.0 means a 100% yield; for example, 0.34 means a 34% yield). From a dataset of Reaction yield outcomes from USPTO patents with 853,638 reactions. (1) The reactants are [CH:1]1[C:10]2[C:5](=[CH:6][C:7]([C:11]3[CH:12]=[N:13][N:14]([CH2:16][C@@H:17]([NH:29]C(=O)OC(C)(C)C)[CH2:18][C:19]4[CH:24]=[CH:23][C:22]([C:25]([F:28])([F:27])[F:26])=[CH:21][CH:20]=4)[CH:15]=3)=[CH:8][CH:9]=2)[CH:4]=[CH:3][N:2]=1.C(O)(C(F)(F)F)=O. The catalyst is C(Cl)Cl. The product is [CH:1]1[C:10]2[C:5](=[CH:6][C:7]([C:11]3[CH:12]=[N:13][N:14]([CH2:16][C@@H:17]([NH2:29])[CH2:18][C:19]4[CH:20]=[CH:21][C:22]([C:25]([F:27])([F:26])[F:28])=[CH:23][CH:24]=4)[CH:15]=3)=[CH:8][CH:9]=2)[CH:4]=[CH:3][N:2]=1. The yield is 0.570. (2) The reactants are Cl[C:2]1[C:3](=[O:24])[N:4]([C:16]2[CH:21]=[CH:20][C:19]([Cl:22])=[C:18]([Cl:23])[CH:17]=2)[C:5](=[O:15])[C:6]=1[C:7]1[CH:12]=[CH:11][C:10]([O:13][CH3:14])=[CH:9][CH:8]=1.Cl.[CH3:26][N:27]([CH3:31])[CH2:28][CH2:29][SH:30].C(=O)([O-])[O-].[K+].[K+]. The catalyst is C1COCC1. The product is [Cl:23][C:18]1[CH:17]=[C:16]([N:4]2[C:5](=[O:15])[C:6]([C:7]3[CH:12]=[CH:11][C:10]([O:13][CH3:14])=[CH:9][CH:8]=3)=[C:2]([S:30][CH2:29][CH2:28][N:27]([CH3:31])[CH3:26])[C:3]2=[O:24])[CH:21]=[CH:20][C:19]=1[Cl:22]. The yield is 0.430. (3) The reactants are [NH2:1][C:2]1[C:10]2[C:9]([C:11]3[CH:16]=[CH:15][C:14]([F:17])=[C:13]([CH3:18])[CH:12]=3)=[N:8][C:7]([S:19][CH3:20])=[N:6][C:5]=2[S:4][C:3]=1[C:21](O)=[O:22].CN.C1C=CC2N(O)N=[N:32][C:30]=2C=1.CCN=C=NCCCN(C)C. The catalyst is O. The product is [CH3:30][NH:32][C:21]([C:3]1[S:4][C:5]2[N:6]=[C:7]([S:19][CH3:20])[N:8]=[C:9]([C:11]3[CH:16]=[CH:15][C:14]([F:17])=[C:13]([CH3:18])[CH:12]=3)[C:10]=2[C:2]=1[NH2:1])=[O:22]. The yield is 0.900. (4) The product is [CH:1]1([C:6]2[NH:14][C:13]3[C:12]([NH:21][C@@H:22]([CH2:25][C:26]4[CH:27]=[CH:28][N:29]=[CH:30][CH:31]=4)[CH2:23][OH:24])=[N:11][C:10](=[O:17])[N:9]([CH2:18][CH2:19][CH3:20])[C:8]=3[N:7]=2)[CH2:5][CH2:4][CH2:3][CH2:2]1. The yield is 0.740. The reactants are [CH:1]1([C:6]2[NH:14][C:13]3[C:12](SC)=[N:11][C:10](=[O:17])[N:9]([CH2:18][CH2:19][CH3:20])[C:8]=3[N:7]=2)[CH2:5][CH2:4][CH2:3][CH2:2]1.[NH2:21][C@@H:22]([CH2:25][C:26]1[CH:31]=[CH:30][N:29]=[CH:28][CH:27]=1)[CH2:23][OH:24]. The catalyst is N1C=CC=CC=1. (5) The reactants are [O:1]([C:8]1[CH:9]=[C:10]([CH2:14]O)[CH:11]=[CH:12][CH:13]=1)[C:2]1[CH:7]=[CH:6][CH:5]=[CH:4][CH:3]=1.C1(P(C2C=CC=CC=2)C2C=CC=CC=2)C=CC=CC=1.C(Cl)(Cl)(Cl)[Cl:36]. No catalyst specified. The product is [Cl:36][CH2:14][C:10]1[CH:11]=[CH:12][CH:13]=[C:8]([O:1][C:2]2[CH:7]=[CH:6][CH:5]=[CH:4][CH:3]=2)[CH:9]=1. The yield is 0.940. (6) The reactants are Br[C:2]1[CH:3]=[C:4]([CH:10]2[O:14]CCO2)[CH:5]=[CH:6][C:7]=1[O:8][CH3:9].[CH2:15]([NH2:17])[CH3:16].O(C(C)(C)C)[K].Cl. The catalyst is C1(C)C=CC=CC=1.C1C=CC(/C=C/C(/C=C/C2C=CC=CC=2)=O)=CC=1.C1C=CC(/C=C/C(/C=C/C2C=CC=CC=2)=O)=CC=1.C1C=CC(/C=C/C(/C=C/C2C=CC=CC=2)=O)=CC=1.[Pd].[Pd].C1(P(C2C=CC=CC=2)C2C=CC3C(=CC=CC=3)C=2C2C3C(=CC=CC=3)C=CC=2P(C2C=CC=CC=2)C2C=CC=CC=2)C=CC=CC=1. The product is [CH2:15]([NH:17][C:2]1[CH:3]=[C:4]([CH:5]=[CH:6][C:7]=1[O:8][CH3:9])[CH:10]=[O:14])[CH3:16]. The yield is 0.630. (7) The reactants are [CH:1]1[C:13]2[C:12](=O)[C:11]3[C:6](=[N:7][CH:8]=[CH:9][CH:10]=3)[C:5]=2[N:4]=[CH:3][CH:2]=1.O.NN. The catalyst is C(O)COCCO. The product is [CH:10]1[C:11]2[CH2:12][C:13]3[C:5](=[N:4][CH:3]=[CH:2][CH:1]=3)[C:6]=2[N:7]=[CH:8][CH:9]=1. The yield is 0.917.